The task is: Predict the reaction yield, written as a fraction of the theoretical maximum amount of product (1.0 means a 100% yield; for example, 0.34 means a 34% yield).. This data is from Reaction yield outcomes from USPTO patents with 853,638 reactions. (1) The reactants are [Cl:1][C:2]1[CH:7]=[C:6]([Cl:8])[N:5]=[C:4]([NH:9][C:10]([NH:12]C(=O)OCC)=S)[CH:3]=1.Cl.NO.CC[N:23](C(C)C)C(C)C. The catalyst is CO.CCO. The product is [Cl:8][C:6]1[N:5]2[N:23]=[C:10]([NH2:12])[N:9]=[C:4]2[CH:3]=[C:2]([Cl:1])[CH:7]=1. The yield is 0.600. (2) The reactants are [O:1]([C:8]1[CH:9]=[C:10]([CH:14]=[CH:15][CH:16]=1)C(O)=O)[C:2]1[CH:7]=[CH:6][CH:5]=[CH:4][CH:3]=1.C(N1C=CN=C1)(N1C=CN=C1)=O.[Mg+].[C:30]([O:36][CH2:37][CH3:38])(=[O:35])[CH2:31][C:32]([O-])=[O:33].Cl. The catalyst is O1CCCC1.O.C(OCC)(=O)C. The product is [O:33]=[C:32]([C:14]1[CH:15]=[CH:16][C:8]([O:1][C:2]2[CH:3]=[CH:4][CH:5]=[CH:6][CH:7]=2)=[CH:9][CH:10]=1)[CH2:31][C:30]([O:36][CH2:37][CH3:38])=[O:35]. The yield is 1.00. (3) The reactants are [NH:1]1[C:9]2[CH:8]=[CH:7][N:6]=[C:5]([NH:10][C:11]3[S:12][C:13]([C:16]#[N:17])=[CH:14][N:15]=3)[C:4]=2[CH2:3][CH2:2]1. The catalyst is C1COCC1.O=[Mn]=O. The product is [NH:1]1[C:9]2[CH:8]=[CH:7][N:6]=[C:5]([NH:10][C:11]3[S:12][C:13]([C:16]#[N:17])=[CH:14][N:15]=3)[C:4]=2[CH:3]=[CH:2]1. The yield is 0.400.